This data is from Full USPTO retrosynthesis dataset with 1.9M reactions from patents (1976-2016). The task is: Predict the reactants needed to synthesize the given product. (1) Given the product [CH3:16][O:15][C:10]1[CH:9]=[C:8]2[C:13]([CH:14]=[C:5]([C:3]([OH:4])=[O:2])[C:6](=[O:17])[NH:7]2)=[CH:12][N:11]=1, predict the reactants needed to synthesize it. The reactants are: C[O:2][C:3]([C:5]1[C:6](=[O:17])[NH:7][C:8]2[C:13]([CH:14]=1)=[CH:12][N:11]=[C:10]([O:15][CH3:16])[CH:9]=2)=[O:4].[OH-].[Na+]. (2) Given the product [C:1]([O:5][C:6]([N:8]1[CH2:11][CH2:10][C@H:9]1[CH2:12][NH2:13])=[O:7])([CH3:4])([CH3:3])[CH3:2], predict the reactants needed to synthesize it. The reactants are: [C:1]([O:5][C:6]([N:8]1[CH2:11][CH2:10][C@H:9]1[C:12](=O)[NH2:13])=[O:7])([CH3:4])([CH3:3])[CH3:2].Cl. (3) Given the product [CH3:1][O:2][C:3]1[CH:8]=[CH:7][C:6]([O:9][CH3:10])=[CH:5][C:4]=1[S:11][C:12]1[N:13]([CH2:23][C:24]2[CH:29]=[CH:28][C:27]([N+:30]([O-:32])=[O:31])=[CH:26][CH:25]=2)[C:14]2[C:19]([N:20]=1)=[C:18]([NH2:21])[N:17]=[CH:16][N:15]=2, predict the reactants needed to synthesize it. The reactants are: [CH3:1][O:2][C:3]1[CH:8]=[CH:7][C:6]([O:9][CH3:10])=[CH:5][C:4]=1[S:11][C:12]1[NH:13][C:14]2[C:19]([N:20]=1)=[C:18]([NH2:21])[N:17]=[CH:16][N:15]=2.Br[CH2:23][C:24]1[CH:29]=[CH:28][C:27]([N+:30]([O-:32])=[O:31])=[CH:26][CH:25]=1. (4) Given the product [Br:1][C:2]1[C:7]([Cl:8])=[N:6][CH:5]=[C:4]([O:9][CH2:23][C@@H:24]2[CH2:26][O:25]2)[CH:3]=1, predict the reactants needed to synthesize it. The reactants are: [Br:1][C:2]1[CH:3]=[C:4]([OH:9])[CH:5]=[N:6][C:7]=1[Cl:8].[N+](C1C=CC=CC=1S(O[CH2:23][C@@H:24]1[CH2:26][O:25]1)(=O)=O)([O-])=O.C([O-])([O-])=O.[K+].[K+]. (5) Given the product [N:17]([CH2:16][CH2:15][CH2:14][N:11]1[CH2:12][CH2:13][NH:8][CH2:9][CH2:10]1)=[N+:18]=[N-:19], predict the reactants needed to synthesize it. The reactants are: C([N:8]1[CH2:13][CH2:12][N:11]([CH2:14][CH2:15][CH2:16][N:17]=[N+:18]=[N-:19])[CH2:10][CH2:9]1)(OC(C)(C)C)=O.C(O)(C(F)(F)F)=O. (6) Given the product [F:1][C:2]([F:7])([F:6])[C:3]([OH:5])=[O:4].[F:8][C:9]([F:14])([F:13])[C:10]([OH:12])=[O:11].[C:55]([N:49]1[CH2:50][CH2:51][CH2:52][C@@H:47]([CH2:46][C:45]([NH:44][C:36]2[CH:37]=[CH:38][C:39]3[NH:40][C:41]4[N:42]=[C:26]([NH:27][C:28]5[CH:29]=[N:30][CH:31]=[C:32]([CH:54]=5)[CH2:33][CH2:34][C:35]=2[CH:43]=3)[N:25]=[CH:24][C:23]=4[Cl:22])=[O:53])[CH2:48]1)(=[O:62])[C:56]1[CH:61]=[CH:60][CH:59]=[CH:58][CH:57]=1, predict the reactants needed to synthesize it. The reactants are: [F:1][C:2]([F:7])([F:6])[C:3]([OH:5])=[O:4].[F:8][C:9]([F:14])([F:13])[C:10]([OH:12])=[O:11].FC(F)(F)C(O)=O.[Cl:22][C:23]1[CH:24]=[N:25][C:26]2[NH:27][C:28]3[CH:29]=[N:30][CH:31]=[C:32]([CH:54]=3)[CH2:33][CH2:34][C:35]3[CH:43]=[C:39]([NH:40][C:41]=1[N:42]=2)[CH:38]=[CH:37][C:36]=3[NH:44][C:45](=[O:53])[CH2:46][C@@H:47]1[CH2:52][CH2:51][CH2:50][NH:49][CH2:48]1.[C:55](Cl)(=[O:62])[C:56]1[CH:61]=[CH:60][CH:59]=[CH:58][CH:57]=1. (7) Given the product [CH3:1][O:2][C:3]1[CH:4]=[C:5]([CH2:13][CH2:14][C:15]([OH:17])=[O:16])[CH:6]=[CH:7][C:8]=1[O:9][CH2:10][C:11]#[CH:12], predict the reactants needed to synthesize it. The reactants are: [CH3:1][O:2][C:3]1[CH:4]=[C:5]([CH2:13][CH2:14][C:15]([O:17]CC#C)=[O:16])[CH:6]=[CH:7][C:8]=1[O:9][CH2:10][C:11]#[CH:12].[OH-].[Li+].O1CCCC1. (8) Given the product [F:12][C:13]([F:24])([F:25])[C:14]([C:19]([F:20])([F:22])[F:21])([OH:23])[CH2:15][OH:16], predict the reactants needed to synthesize it. The reactants are: B.[Na].C(OC(C)C)(C)C.[OH-].[Na+].[F:12][C:13]([F:25])([F:24])[C:14]([OH:23])([C:19]([F:22])([F:21])[F:20])[C:15](OC)=[O:16].Cl.